Predict which catalyst facilitates the given reaction. From a dataset of Catalyst prediction with 721,799 reactions and 888 catalyst types from USPTO. Reactant: S(Cl)(Cl)=O.[Br:5][C:6]1[N:7]=[C:8](CC#N)[N:9]([C:19]2[CH:24]=[CH:23][C:22]([Cl:25])=[CH:21][CH:20]=2)[C:10]=1[C:11]1[C:16]([F:17])=[CH:15][CH:14]=[CH:13][C:12]=1[F:18].[C:29]([O:32][CH2:33]C)(=[O:31])[CH3:30]. Product: [Br:5][C:6]1[N:7]=[C:8]([CH2:30][C:29]([O:32][CH3:33])=[O:31])[N:9]([C:19]2[CH:24]=[CH:23][C:22]([Cl:25])=[CH:21][CH:20]=2)[C:10]=1[C:11]1[C:16]([F:17])=[CH:15][CH:14]=[CH:13][C:12]=1[F:18]. The catalyst class is: 5.